This data is from NCI-60 drug combinations with 297,098 pairs across 59 cell lines. The task is: Regression. Given two drug SMILES strings and cell line genomic features, predict the synergy score measuring deviation from expected non-interaction effect. (1) Drug 1: C1=NC2=C(N=C(N=C2N1C3C(C(C(O3)CO)O)F)Cl)N. Drug 2: CS(=O)(=O)OCCCCOS(=O)(=O)C. Cell line: UO-31. Synergy scores: CSS=1.76, Synergy_ZIP=0.0803, Synergy_Bliss=1.08, Synergy_Loewe=-0.591, Synergy_HSA=-0.260. (2) Drug 1: C1CN1P(=S)(N2CC2)N3CC3. Drug 2: C1CN(P(=O)(OC1)NCCCl)CCCl. Cell line: UO-31. Synergy scores: CSS=11.3, Synergy_ZIP=-2.43, Synergy_Bliss=-0.477, Synergy_Loewe=-29.8, Synergy_HSA=-0.474.